Dataset: Forward reaction prediction with 1.9M reactions from USPTO patents (1976-2016). Task: Predict the product of the given reaction. (1) Given the reactants [Br:1][C:2]1[CH:3]=[C:4]([CH:7]=[C:8]([O:11][CH3:12])[C:9]=1[OH:10])[CH:5]=[O:6].[C:13]([O-])([O-])=O.[K+].[K+].IC, predict the reaction product. The product is: [Br:1][C:2]1[CH:3]=[C:4]([CH:7]=[C:8]([O:11][CH3:12])[C:9]=1[O:10][CH3:13])[CH:5]=[O:6]. (2) Given the reactants [NH2:1][C:2]1[CH:10]=[CH:9][C:8]([Br:11])=[CH:7][C:3]=1[C:4]([NH2:6])=[O:5].C(N(CC)CC)C.[I:19][C:20]1[CH:28]=[CH:27][C:23]([C:24](Cl)=O)=[CH:22][CH:21]=1, predict the reaction product. The product is: [Br:11][C:8]1[CH:7]=[C:3]2[C:2](=[CH:10][CH:9]=1)[N:1]=[C:24]([C:23]1[CH:27]=[CH:28][C:20]([I:19])=[CH:21][CH:22]=1)[N:6]=[C:4]2[OH:5]. (3) Given the reactants [Cl:1][C:2]1[CH:3]=[C:4]([CH2:9][N:10]2[C:14]3[C:15](=[O:19])[CH2:16][CH2:17][CH2:18][C:13]=3[N:12]=[C:11]2[CH:20]([CH3:22])[CH3:21])[CH:5]=[CH:6][C:7]=1[Cl:8].ClCCl.[BH4-].[Na+].O, predict the reaction product. The product is: [Cl:1][C:2]1[CH:3]=[C:4]([CH2:9][N:10]2[C:14]3[CH:15]([OH:19])[CH2:16][CH2:17][CH2:18][C:13]=3[N:12]=[C:11]2[CH:20]([CH3:22])[CH3:21])[CH:5]=[CH:6][C:7]=1[Cl:8]. (4) Given the reactants [Cl:1][C:2]1[CH:3]=[C:4]2[C:8](=[CH:9][CH:10]=1)[NH:7][CH2:6][CH2:5]2.[C:11](Cl)(=[O:13])[CH3:12], predict the reaction product. The product is: [Cl:1][C:2]1[CH:3]=[C:4]2[C:8](=[CH:9][CH:10]=1)[N:7]([C:11](=[O:13])[CH3:12])[CH2:6][CH2:5]2. (5) Given the reactants [C:1]([OH:8])(=[O:7])[CH2:2][CH2:3][CH2:4][C:5]#[CH:6].[CH3:9][C:10]1([CH2:14]O)[CH2:13][O:12][CH2:11]1.Cl.C(N=C=NCCCN(C)C)C.O, predict the reaction product. The product is: [CH3:9][C:10]1([CH2:14][O:7][C:1](=[O:8])[CH2:2][CH2:3][CH2:4][C:5]#[CH:6])[CH2:13][O:12][CH2:11]1. (6) The product is: [CH2:33]([N:22]([CH2:20][CH3:21])[C:23]([CH:25]1[C:26]2[C:18]3[C:13](=[CH:14][CH:15]=[C:16]([F:19])[CH:17]=3)[N:12]([CH2:10][CH2:9][O:8][CH2:1][C:2]3[CH:7]=[CH:6][CH:5]=[CH:4][CH:3]=3)[C:27]=2[CH2:28][CH2:29][CH2:30]1)=[O:24])[CH3:34]. Given the reactants [CH2:1]([O:8][CH2:9][C:10]([NH:12][C:13]1[CH:18]=[CH:17][C:16]([F:19])=[CH:15][CH:14]=1)=O)[C:2]1[CH:7]=[CH:6][CH:5]=[CH:4][CH:3]=1.[CH2:20]([N:22]([CH2:33][CH3:34])[C:23]([CH:25]1[CH2:30][CH2:29][CH2:28][CH:27](Br)[C:26]1=O)=[O:24])[CH3:21], predict the reaction product.